This data is from Catalyst prediction with 721,799 reactions and 888 catalyst types from USPTO. The task is: Predict which catalyst facilitates the given reaction. (1) Reactant: [OH-].[K+].[CH2:3]1OCCOCCOCCOCCOCCOC1.[C:21]([C:25]1[CH:29]=[CH:28][CH2:27][C:26]=1C)([CH3:24])([CH3:23])[CH3:22].[C:31]([C:34]1[CH:39]=[CH:38][CH:37]=[CH:36][CH:35]=1)(=O)[CH3:32].Cl. Product: [C:21]([C:25]1[CH:26]=[C:27]([CH3:28])[C:32](=[C:31]([C:34]2[CH:39]=[CH:38][CH:37]=[CH:36][CH:35]=2)[CH3:3])[CH:29]=1)([CH3:24])([CH3:23])[CH3:22]. The catalyst class is: 1. (2) Reactant: [O:1]1[CH:5]=[CH:4][N:3]=[C:2]1[CH:6]([CH:8]1[CH2:16][C:15]2[C:10](=[CH:11][CH:12]=[C:13]([O:17][C:18]3[CH:23]=[CH:22][CH:21]=[CH:20][CH:19]=3)[CH:14]=2)[CH2:9]1)[OH:7].[CH3:24][C:25]([Si:28](Cl)([CH3:30])[CH3:29])([CH3:27])[CH3:26].N1C=CN=C1. Product: [Si:28]([O:7][CH:6]([CH:8]1[CH2:16][C:15]2[C:10](=[CH:11][CH:12]=[C:13]([O:17][C:18]3[CH:23]=[CH:22][CH:21]=[CH:20][CH:19]=3)[CH:14]=2)[CH2:9]1)[C:2]1[O:1][CH:5]=[CH:4][N:3]=1)([C:25]([CH3:27])([CH3:26])[CH3:24])([CH3:30])[CH3:29]. The catalyst class is: 31. (3) Reactant: [Cl:1][C:2]1[CH:7]=[CH:6][C:5]([CH:8]([C:19](=O)[CH:20]([CH3:22])[CH3:21])[C:9]([C:11]2[CH:16]=[CH:15][C:14]([F:17])=[CH:13][C:12]=2[OH:18])=[O:10])=[CH:4][CH:3]=1.Cl.[OH-].[NH4+].C(OCC)(=O)C. Product: [Cl:1][C:2]1[CH:7]=[CH:6][C:5]([C:8]2[C:9](=[O:10])[C:11]3[C:12](=[CH:13][C:14]([F:17])=[CH:15][CH:16]=3)[O:18][C:19]=2[CH:20]([CH3:21])[CH3:22])=[CH:4][CH:3]=1. The catalyst class is: 15. (4) Reactant: [Cl:1][C:2]1[CH:13]=[C:12]([C:14]([F:17])([F:16])[F:15])[CH:11]=[C:10]([Cl:18])[C:3]=1[CH:4]=[C:5]([C:8]#[N:9])[C:6]#[N:7].[BH4-].[Na+]. Product: [Cl:1][C:2]1[CH:13]=[C:12]([C:14]([F:15])([F:16])[F:17])[CH:11]=[C:10]([Cl:18])[C:3]=1[CH2:4][CH:5]([C:6]#[N:7])[C:8]#[N:9]. The catalyst class is: 8. (5) Reactant: [Br:1][C:2]1[C:10]2[CH:9]=[N:8][C:7]([Cl:11])=[N:6][C:5]=2[NH:4][CH:3]=1.[Si:12]([O:19][C@@H:20]1[CH2:25][CH2:24][C@H:23](O)[CH2:22][CH2:21]1)([C:15]([CH3:18])([CH3:17])[CH3:16])([CH3:14])[CH3:13].C(C=P(C)(C)C)#N. Product: [Br:1][C:2]1[C:10]2[CH:9]=[N:8][C:7]([Cl:11])=[N:6][C:5]=2[N:4]([C@H:23]2[CH2:24][CH2:25][C@H:20]([O:19][Si:12]([C:15]([CH3:18])([CH3:17])[CH3:16])([CH3:13])[CH3:14])[CH2:21][CH2:22]2)[CH:3]=1. The catalyst class is: 11. (6) Reactant: [F:1][C:2]1[CH:15]=[CH:14][CH:13]=[CH:12][C:3]=1[C:4]([C:6]1[CH:11]=[CH:10][CH:9]=[CH:8][CH:7]=1)=[O:5].[BH4-].[Na+]. Product: [F:1][C:2]1[CH:15]=[CH:14][CH:13]=[CH:12][C:3]=1[CH:4]([OH:5])[C:6]1[CH:11]=[CH:10][CH:9]=[CH:8][CH:7]=1. The catalyst class is: 5. (7) Reactant: [CH3:1][N:2]([C:4](=[O:28])[C:5]([N:7]([CH3:27])[CH:8]1[CH2:14][N:13]([CH2:15][CH3:16])[CH2:12][CH2:11][N:10]2[C:17](=[O:26])[C:18]([OH:25])=[C:19]([C:21]([O:23]C)=O)[N:20]=[C:9]12)=[O:6])[CH3:3].C(N(CC)CC)C.[F:36][C:37]1[CH:44]=[CH:43][C:40]([CH2:41][NH2:42])=[CH:39][C:38]=1[CH3:45]. Product: [CH2:15]([N:13]1[CH2:14][CH:8]([N:7]([CH3:27])[C:5](=[O:6])[C:4]([N:2]([CH3:3])[CH3:1])=[O:28])[C:9]2=[N:20][C:19]([C:21]([NH:42][CH2:41][C:40]3[CH:43]=[CH:44][C:37]([F:36])=[C:38]([CH3:45])[CH:39]=3)=[O:23])=[C:18]([OH:25])[C:17](=[O:26])[N:10]2[CH2:11][CH2:12]1)[CH3:16]. The catalyst class is: 5.